Dataset: CYP2C19 inhibition data for predicting drug metabolism from PubChem BioAssay. Task: Regression/Classification. Given a drug SMILES string, predict its absorption, distribution, metabolism, or excretion properties. Task type varies by dataset: regression for continuous measurements (e.g., permeability, clearance, half-life) or binary classification for categorical outcomes (e.g., BBB penetration, CYP inhibition). Dataset: cyp2c19_veith. The molecule is C[C@H](CCC(=O)O)[C@H]1CC[C@@H]2[C@@H]3[C@@H](O)C[C@H]4C[C@@H](O)CC[C@@]4(C)[C@H]3CC[C@]12C. The result is 0 (non-inhibitor).